From a dataset of Reaction yield outcomes from USPTO patents with 853,638 reactions. Predict the reaction yield, written as a fraction of the theoretical maximum amount of product (1.0 means a 100% yield; for example, 0.34 means a 34% yield). The catalyst is N1C=CC=CC=1. The yield is 0.750. The product is [CH2:1]([O:3][P:4]([CH:9]=[CH:10][CH:11]1[CH2:15][CH:14]([C:18](=[O:25])[C:19]2[CH:24]=[CH:23][CH:22]=[CH:21][CH:20]=2)[CH:13]([C:28](=[O:29])[C:27]2[CH:14]=[CH:15][CH:11]=[CH:10][CH:9]=2)[O:12]1)(=[O:8])[O:5][CH2:6][CH3:7])[CH3:2]. The reactants are [CH2:1]([O:3][P:4]([CH:9]=[CH:10][CH:11]1[CH2:15][CH:14](O)[CH:13](O)[O:12]1)(=[O:8])[O:5][CH2:6][CH3:7])[CH3:2].[C:18](Cl)(=[O:25])[C:19]1[CH:24]=[CH:23][CH:22]=[CH:21][CH:20]=1.[CH3:27][CH2:28][OH:29].